Dataset: Full USPTO retrosynthesis dataset with 1.9M reactions from patents (1976-2016). Task: Predict the reactants needed to synthesize the given product. (1) The reactants are: [Br:1][C:2]1[CH:3]=[C:4]([CH:9]=[C:10]([Br:14])[C:11]=1[CH2:12]Br)[C:5]([O:7][CH3:8])=[O:6].C[N+]1([O-])CC[O:19]CC1. Given the product [Br:1][C:2]1[CH:3]=[C:4]([CH:9]=[C:10]([Br:14])[C:11]=1[CH:12]=[O:19])[C:5]([O:7][CH3:8])=[O:6], predict the reactants needed to synthesize it. (2) The reactants are: [Cl:1][C:2]1[C:10]2[C:5](=[CH:6][C:7]([S:11]([N:14]3[CH2:19][CH2:18][N:17]([C:20]([CH:22]4[CH2:27][CH2:26][N:25]([C:28]5[CH:29]=[N:30][C:31]([O:35]C)=[C:32]([CH3:34])[CH:33]=5)[CH2:24][CH2:23]4)=[O:21])[CH2:16][CH2:15]3)(=[O:13])=[O:12])=[CH:8][CH:9]=2)[NH:4][CH:3]=1.Cl.N1C=CC=CC=1.O.ClCCl. Given the product [Cl:1][C:2]1[C:10]2[C:5](=[CH:6][C:7]([S:11]([N:14]3[CH2:19][CH2:18][N:17]([C:20]([CH:22]4[CH2:23][CH2:24][N:25]([C:28]5[CH:33]=[C:32]([CH3:34])[C:31](=[O:35])[NH:30][CH:29]=5)[CH2:26][CH2:27]4)=[O:21])[CH2:16][CH2:15]3)(=[O:13])=[O:12])=[CH:8][CH:9]=2)[NH:4][CH:3]=1, predict the reactants needed to synthesize it.